Dataset: Reaction yield outcomes from USPTO patents with 853,638 reactions. Task: Predict the reaction yield, written as a fraction of the theoretical maximum amount of product (1.0 means a 100% yield; for example, 0.34 means a 34% yield). (1) The reactants are [Br-].C(O[P+](OCC)(OCC)[CH2:6][C:7]1[CH:12]=[CH:11][CH:10]=[C:9]([F:13])[CH:8]=1)C.C1OCCOCCOCCOCCOC1.[H-].[Na+].[C:37]([N:44]1[CH2:49][CH2:48][C:47](=O)[CH2:46][CH2:45]1)([O:39][C:40]([CH3:43])([CH3:42])[CH3:41])=[O:38]. The catalyst is C1COCC1. The product is [F:13][C:9]1[CH:8]=[C:7]([CH:12]=[CH:11][CH:10]=1)[CH:6]=[C:47]1[CH2:48][CH2:49][N:44]([C:37]([O:39][C:40]([CH3:43])([CH3:42])[CH3:41])=[O:38])[CH2:45][CH2:46]1. The yield is 0.550. (2) The reactants are [F:1][C:2]([F:35])([F:34])[C:3]1[CH:4]=[C:5]([CH:27]=[C:28]([C:30]([F:33])([F:32])[F:31])[CH:29]=1)[C:6]([N:8]1[CH2:13][CH2:12][CH:11]([N:14]2[CH2:19][CH2:18][NH:17][CH2:16][CH2:15]2)[CH2:10][CH:9]1[CH2:20][C:21]1[CH:26]=[CH:25][CH:24]=[CH:23][CH:22]=1)=[O:7].Cl[C:37]1[N:41]([CH2:42][C:43]2[O:47][C:46]([CH3:48])=[N:45][CH:44]=2)[C:40]2[CH:49]=[CH:50][CH:51]=[CH:52][C:39]=2[N:38]=1. The catalyst is C(Cl)Cl. The product is [F:35][C:2]([F:34])([F:1])[C:3]1[CH:4]=[C:5]([CH:27]=[C:28]([C:30]([F:33])([F:31])[F:32])[CH:29]=1)[C:6]([N:8]1[CH2:13][CH2:12][C@H:11]([N:14]2[CH2:15][CH2:16][N:17]([C:37]3[N:41]([CH2:42][C:43]4[O:47][C:46]([CH3:48])=[N:45][CH:44]=4)[C:40]4[CH:49]=[CH:50][CH:51]=[CH:52][C:39]=4[N:38]=3)[CH2:18][CH2:19]2)[CH2:10][C@@H:9]1[CH2:20][C:21]1[CH:26]=[CH:25][CH:24]=[CH:23][CH:22]=1)=[O:7]. The yield is 0.400. (3) The reactants are [CH2:1]([CH:3]([CH2:14][CH2:15][CH2:16][CH3:17])[CH2:4][O:5][C:6]1[CH:11]=[CH:10][C:9]([C:12]#[CH:13])=[CH:8][CH:7]=1)[CH3:2].Br[C:19]1[CH:20]=[C:21]([CH:24]=[C:25](Br)[CH:26]=1)[CH:22]=[O:23]. The catalyst is O1CCCC1.C(N(CC)CC)C.C1C=CC([P]([Pd]([P](C2C=CC=CC=2)(C2C=CC=CC=2)C2C=CC=CC=2)([P](C2C=CC=CC=2)(C2C=CC=CC=2)C2C=CC=CC=2)[P](C2C=CC=CC=2)(C2C=CC=CC=2)C2C=CC=CC=2)(C2C=CC=CC=2)C2C=CC=CC=2)=CC=1.[Cu]I. The product is [CH2:1]([CH:3]([CH2:14][CH2:15][CH2:16][CH3:17])[CH2:4][O:5][C:6]1[CH:7]=[CH:8][C:9]([C:12]#[C:13][C:19]2[CH:20]=[C:21]([CH:24]=[C:25]([C:13]#[C:12][C:9]3[CH:10]=[CH:11][C:6]([O:5][CH2:4][CH:3]([CH2:1][CH3:2])[CH2:14][CH2:15][CH2:16][CH3:17])=[CH:7][CH:8]=3)[CH:26]=2)[CH:22]=[O:23])=[CH:10][CH:11]=1)[CH3:2]. The yield is 0.790. (4) The reactants are C([N:8]1[CH2:17][CH:16]([C:18]2[CH:23]=[CH:22][C:21]([O:24][CH3:25])=[CH:20][CH:19]=2)[C:15]2[C:10](=[CH:11][C:12]([O:26][CH2:27][CH2:28][CH2:29][N:30]3[CH2:35][CH2:34][CH:33]([F:36])[CH2:32][CH2:31]3)=[CH:13][CH:14]=2)[CH2:9]1)C1C=CC=CC=1.C(O)(C(F)(F)F)=O. No catalyst specified. The product is [F:36][CH:33]1[CH2:32][CH2:31][N:30]([CH2:29][CH2:28][CH2:27][O:26][C:12]2[CH:11]=[C:10]3[C:15]([CH:16]([C:18]4[CH:19]=[CH:20][C:21]([O:24][CH3:25])=[CH:22][CH:23]=4)[CH2:17][NH:8][CH2:9]3)=[CH:14][CH:13]=2)[CH2:35][CH2:34]1. The yield is 0.350. (5) The reactants are [F:1][CH:2]([F:6])[C:3](=[NH:5])[NH2:4].Cl.[F:8][CH:9]([C:14](OC)=[O:15])[C:10](OC)=[O:11]. No catalyst specified. The product is [F:1][CH:2]([F:6])[C:3]1[NH:4][C:14]([OH:15])=[C:9]([F:8])[C:10](=[O:11])[N:5]=1. The yield is 0.610. (6) The reactants are C1CC1.[CH2:4]([O:6][C:7]([CH:9]1[CH2:11][C:10]1([C:18]1[CH:23]=[CH:22][CH:21]=[CH:20][CH:19]=1)[C:12]1[CH:17]=[CH:16][CH:15]=[CH:14][CH:13]=1)=[O:8])[CH3:5].OS(O)(=O)=O.[N:29]([O-])=[O:30].[Na+]. The catalyst is CC(O)=O.O. The product is [CH2:4]([O:6][C:7]([C:9]1[CH2:11][C:10]([C:18]2[CH:23]=[CH:22][CH:21]=[CH:20][CH:19]=2)([C:12]2[CH:17]=[CH:16][CH:15]=[CH:14][CH:13]=2)[O:30][N:29]=1)=[O:8])[CH3:5]. The yield is 0.910.